Predict the reactants needed to synthesize the given product. From a dataset of Full USPTO retrosynthesis dataset with 1.9M reactions from patents (1976-2016). (1) Given the product [N:25]1([C:17]([C:8]2[CH:7]=[C:6]([NH:5][CH2:4][C:3]3[C:2]([CH3:1])=[CH:23][CH:22]=[CH:21][C:20]=3[CH3:24])[C:14]3[N:13]=[C:12]([CH3:15])[N:11]([CH3:16])[C:10]=3[CH:9]=2)=[O:19])[CH2:27][CH2:26]1, predict the reactants needed to synthesize it. The reactants are: [CH3:1][C:2]1[CH:23]=[CH:22][CH:21]=[C:20]([CH3:24])[C:3]=1[CH2:4][NH:5][C:6]1[C:14]2[N:13]=[C:12]([CH3:15])[N:11]([CH3:16])[C:10]=2[CH:9]=[C:8]([C:17]([OH:19])=O)[CH:7]=1.[NH:25]1[CH2:27][CH2:26]1.O. (2) Given the product [NH2:12][C:13]1[N:14]=[C:15]([N:24]2[CH2:25][CH2:26][N:27]([C:30](=[O:40])[CH2:31][O:32][C:33]3[CH:38]=[CH:37][C:36]([Cl:39])=[CH:35][CH:34]=3)[CH2:28][CH2:29]2)[C:16]2[N:22]=[C:21]([C:3]3[CH:4]=[CH:5][C:6]([F:8])=[CH:7][C:2]=3[F:1])[CH:20]=[CH:19][C:17]=2[N:18]=1, predict the reactants needed to synthesize it. The reactants are: [F:1][C:2]1[CH:7]=[C:6]([F:8])[CH:5]=[CH:4][C:3]=1B(O)O.[NH2:12][C:13]1[N:14]=[C:15]([N:24]2[CH2:29][CH2:28][N:27]([C:30](=[O:40])[CH2:31][O:32][C:33]3[CH:38]=[CH:37][C:36]([Cl:39])=[CH:35][CH:34]=3)[CH2:26][CH2:25]2)[C:16]2[N:22]=[C:21](Cl)[CH:20]=[CH:19][C:17]=2[N:18]=1. (3) Given the product [CH3:19][O:20][CH2:21][CH2:22][O:23][C:24]1[CH:25]=[C:26]([C:2]2[N:6]([CH:7]3[CH2:12][CH2:11][CH2:10][CH2:9][O:8]3)[N:5]=[C:4]([CH3:13])[C:3]=2[C:14]([O:16][CH2:17][CH3:18])=[O:15])[CH:27]=[C:28]([C:30]([F:31])([F:32])[F:33])[CH:29]=1, predict the reactants needed to synthesize it. The reactants are: I[C:2]1[N:6]([CH:7]2[CH2:12][CH2:11][CH2:10][CH2:9][O:8]2)[N:5]=[C:4]([CH3:13])[C:3]=1[C:14]([O:16][CH2:17][CH3:18])=[O:15].[CH3:19][O:20][CH2:21][CH2:22][O:23][C:24]1[CH:25]=[C:26](B2OC(C)(C)C(C)(C)O2)[CH:27]=[C:28]([C:30]([F:33])([F:32])[F:31])[CH:29]=1.C(=O)([O-])[O-].[K+].[K+].